Predict the product of the given reaction. From a dataset of Forward reaction prediction with 1.9M reactions from USPTO patents (1976-2016). (1) Given the reactants [CH3:1][S:2]([C:5]1([C:9]([O:11]C)=[O:10])[CH2:8][CH2:7][CH2:6]1)(=[O:4])=[O:3].O.[OH-].[Li+:15], predict the reaction product. The product is: [CH3:1][S:2]([C:5]1([C:9]([O-:11])=[O:10])[CH2:8][CH2:7][CH2:6]1)(=[O:3])=[O:4].[Li+:15]. (2) Given the reactants [Cl:1][CH2:2][C:3]1[N:4]=[C:5]([C:8]2[C:16]3[C:11](=[C:12]([O:17][CH3:18])[CH:13]=[CH:14][CH:15]=3)[N:10]([CH2:19][CH:20]3[CH2:25][CH2:24][CH2:23][CH2:22][CH2:21]3)[CH:9]=2)[S:6][CH:7]=1.[CH3:26][O:27][CH2:28][CH2:29][NH:30][CH3:31].O1CCOCC1, predict the reaction product. The product is: [ClH:1].[CH:20]1([CH2:19][N:10]2[C:11]3[C:16](=[CH:15][CH:14]=[CH:13][C:12]=3[O:17][CH3:18])[C:8]([C:5]3[S:6][CH:7]=[C:3]([CH2:2][N:30]([CH2:29][CH2:28][O:27][CH3:26])[CH3:31])[N:4]=3)=[CH:9]2)[CH2:25][CH2:24][CH2:23][CH2:22][CH2:21]1. (3) Given the reactants Cl.Cl.[F:3][C:4]1[CH:9]=[CH:8][C:7]([C:10](=[O:18])[CH2:11][N:12]2[CH2:17][CH2:16][NH:15][CH2:14][CH2:13]2)=[CH:6][CH:5]=1.[CH3:19][C:20]1[CH:24]=[C:23]([C:25](O)=[O:26])[NH:22][N:21]=1.C(N(CC)CC)C, predict the reaction product. The product is: [F:3][C:4]1[CH:9]=[CH:8][C:7]([C:10](=[O:18])[CH2:11][N:12]2[CH2:13][CH2:14][N:15]([C:25]([C:23]3[NH:22][N:21]=[C:20]([CH3:19])[CH:24]=3)=[O:26])[CH2:16][CH2:17]2)=[CH:6][CH:5]=1.